From a dataset of Forward reaction prediction with 1.9M reactions from USPTO patents (1976-2016). Predict the product of the given reaction. (1) Given the reactants [NH2:1][C:2]1[CH:3]=[CH:4][CH:5]=[C:6]2[C:10]=1[CH:9]([OH:11])[CH2:8][CH2:7]2.Cl[C:13]1[CH:18]=[C:17]([C:19]2[CH:24]=[CH:23][C:22]([C:25]([F:28])([F:27])[F:26])=[CH:21][CH:20]=2)[N:16]=[CH:15][N:14]=1, predict the reaction product. The product is: [F:28][C:25]([F:26])([F:27])[C:22]1[CH:21]=[CH:20][C:19]([C:17]2[N:16]=[CH:15][N:14]=[C:13]([NH:1][C:2]3[CH:3]=[CH:4][CH:5]=[C:6]4[C:10]=3[CH:9]([OH:11])[CH2:8][CH2:7]4)[CH:18]=2)=[CH:24][CH:23]=1. (2) Given the reactants [Cl:1][C:2]1[CH:7]=[CH:6][C:5]([CH:8]([C@@H:12]([CH3:17])[C:13]([F:16])([F:15])[F:14])[C:9]([OH:11])=O)=[CH:4][CH:3]=1.[NH2:18][C:19]1[CH:20]=[C:21]([CH:33]=[CH:34][C:35]=1[F:36])[CH2:22][C:23]1([C:26]([O:28][C:29]([CH3:32])([CH3:31])[CH3:30])=[O:27])[CH2:25][CH2:24]1, predict the reaction product. The product is: [Cl:1][C:2]1[CH:3]=[CH:4][C:5]([C@H:8]([C@@H:12]([CH3:17])[C:13]([F:16])([F:15])[F:14])[C:9]([NH:18][C:19]2[CH:20]=[C:21]([CH:33]=[CH:34][C:35]=2[F:36])[CH2:22][C:23]2([C:26]([O:28][C:29]([CH3:32])([CH3:31])[CH3:30])=[O:27])[CH2:24][CH2:25]2)=[O:11])=[CH:6][CH:7]=1. (3) Given the reactants Cl.[CH3:2][CH:3]([O:5][C:6]1[CH:13]=[CH:12][C:11]([C:14]2[O:18][N:17]=[C:16]([C:19]3[CH:29]=[CH:28][C:22]4[CH2:23][CH2:24][NH:25][CH2:26][CH2:27][C:21]=4[CH:20]=3)[N:15]=2)=[CH:10][C:7]=1[C:8]#[N:9])[CH3:4].Br[C:31]([CH3:40])([CH3:39])[C:32]([O:34][C:35]([CH3:38])([CH3:37])[CH3:36])=[O:33].C(=O)([O-])[O-].CN(C=O)C, predict the reaction product. The product is: [C:32]([O:34][CH2:35][CH3:36])(=[O:33])[CH3:31].[CH3:12][CH2:13][CH2:6][CH:7]([CH3:10])[CH3:8].[C:8]([C:7]1[CH:10]=[C:11]([C:14]2[O:18][N:17]=[C:16]([C:19]3[CH:29]=[CH:28][C:22]4[CH2:23][CH2:24][N:25]([C:31]([CH3:40])([CH3:39])[C:32]([O:34][C:35]([CH3:38])([CH3:37])[CH3:36])=[O:33])[CH2:26][CH2:27][C:21]=4[CH:20]=3)[N:15]=2)[CH:12]=[CH:13][C:6]=1[O:5][CH:3]([CH3:2])[CH3:4])#[N:9].